From a dataset of Reaction yield outcomes from USPTO patents with 853,638 reactions. Predict the reaction yield, written as a fraction of the theoretical maximum amount of product (1.0 means a 100% yield; for example, 0.34 means a 34% yield). The reactants are O=[C:2]([CH3:9])[CH2:3][C:4]([O:6][CH2:7][CH3:8])=[O:5].[NH2:10][C:11]1[CH:18]=[CH:17][CH:16]=[C:15]([O:19][CH:20]2[CH2:25][CH2:24][CH2:23][CH2:22][CH2:21]2)[C:12]=1[C:13]#[N:14].Cl[Sn](Cl)(Cl)Cl. The catalyst is C1(C)C=CC=CC=1. The product is [NH2:14][C:13]1[C:12]2[C:11](=[CH:18][CH:17]=[CH:16][C:15]=2[O:19][CH:20]2[CH2:21][CH2:22][CH2:23][CH2:24][CH2:25]2)[N:10]=[C:2]([CH3:9])[C:3]=1[C:4]([O:6][CH2:7][CH3:8])=[O:5]. The yield is 0.850.